From a dataset of Catalyst prediction with 721,799 reactions and 888 catalyst types from USPTO. Predict which catalyst facilitates the given reaction. (1) Reactant: OC1C=CC=C(O)C=1.ClC[Si](CCl)(C)O[Si](C)(C)C.C([O-])([O-])=O.[K+].[K+].[N+]([C:29]1[CH:30]=[C:31]([C:37]#[N:38])[C:32](=[CH:35][CH:36]=1)[C:33]#[N:34])([O-])=O.Cl. Product: [C:37](#[N:38])[C:31]1[C:32](=[CH:35][CH:36]=[CH:29][CH:30]=1)[C:33]#[N:34]. The catalyst class is: 374. (2) Reactant: C([O:3][CH:4](OCC)[CH2:5][N:6]1[C:10](=[O:11])[C:9]2=[CH:12][CH:13]=[CH:14][CH:15]=[C:8]2[C:7]1=[O:16])C. Product: [O:16]=[C:7]1[C:8]2[C:9](=[CH:12][CH:13]=[CH:14][CH:15]=2)[C:10](=[O:11])[N:6]1[CH2:5][CH:4]=[O:3]. The catalyst class is: 106. (3) Reactant: [N+:1]([C:4]1[CH:5]=[C:6]([S:20]([NH:23][C:24](=[O:37])[C:25]2[CH:30]=[CH:29][C:28]([C:31]3[CH2:32][CH2:33][NH:34][CH2:35][CH:36]=3)=[CH:27][CH:26]=2)(=[O:22])=[O:21])[CH:7]=[CH:8][C:9]=1[NH:10][CH2:11][CH2:12][S:13][C:14]1[CH:19]=[CH:18][CH:17]=[CH:16][CH:15]=1)([O-:3])=[O:2].[BH3-]C#N.[Na+].[OH-].[Na+].[N:44]1[CH:49]=[CH:48][CH:47]=[C:46]([CH:50]=O)[CH:45]=1. Product: [N+:1]([C:4]1[CH:5]=[C:6]([S:20]([NH:23][C:24](=[O:37])[C:25]2[CH:30]=[CH:29][C:28]([C:31]3[CH2:36][CH2:35][N:34]([CH2:50][C:46]4[CH:45]=[N:44][CH:49]=[CH:48][CH:47]=4)[CH2:33][CH:32]=3)=[CH:27][CH:26]=2)(=[O:21])=[O:22])[CH:7]=[CH:8][C:9]=1[NH:10][CH2:11][CH2:12][S:13][C:14]1[CH:19]=[CH:18][CH:17]=[CH:16][CH:15]=1)([O-:3])=[O:2]. The catalyst class is: 404. (4) Reactant: [Cl:1][C:2]1[N:3]=[CH:4][C:5]([C:8]#[N:9])=[N:6][CH:7]=1.[CH3:10][O-:11].[Na+].[Cl-].[NH4+:14]. Product: [ClH:1].[CH3:10][O:11][C:2]1[N:3]=[CH:4][C:5]([C:8](=[NH:9])[NH2:14])=[N:6][CH:7]=1. The catalyst class is: 5. (5) Reactant: [NH2:1][CH2:2][CH:3]1[CH2:8][CH2:7][N:6]([C:9]([O:11][CH2:12][C:13]2[CH:18]=[CH:17][C:16]([F:19])=[CH:15][CH:14]=2)=[O:10])[CH2:5][CH2:4]1.Cl[C:21]1[N:26]=[CH:25][C:24]([F:27])=[CH:23][N:22]=1.C(N(CC)CC)C. Product: [F:19][C:16]1[CH:17]=[CH:18][C:13]([CH2:12][O:11][C:9]([N:6]2[CH2:5][CH2:4][CH:3]([CH2:2][NH:1][C:21]3[N:26]=[CH:25][C:24]([F:27])=[CH:23][N:22]=3)[CH2:8][CH2:7]2)=[O:10])=[CH:14][CH:15]=1. The catalyst class is: 3.